Dataset: Full USPTO retrosynthesis dataset with 1.9M reactions from patents (1976-2016). Task: Predict the reactants needed to synthesize the given product. (1) Given the product [CH2:1]1[NH:6][CH2:5][CH2:4][N:3]2[C:12]3[CH:18]=[CH:17][C:16]([C:19]([OH:21])=[O:20])=[CH:15][C:13]=3[N:14]=[C:2]12, predict the reactants needed to synthesize it. The reactants are: [CH2:1]1[N:6](C(OCC)=O)[CH2:5][CH2:4][N:3]2[C:12]3[CH:18]=[CH:17][C:16]([C:19]([O:21]CC)=[O:20])=[CH:15][C:13]=3[N:14]=[C:2]12.[OH-].[Na+].O.Cl. (2) Given the product [F:1][C:2]1[CH:7]=[CH:6][CH:5]=[CH:4][C:3]=1[NH:8][C:9](=[O:25])[NH:10][C:11]1[CH:12]=[CH:13][C:14]([C:17]2[CH:21]=[C:20]([C:22]([NH:56][C@@H:55]([CH2:57][OH:58])[C:54]([O:53][CH3:52])=[O:59])=[O:23])[O:19][N:18]=2)=[CH:15][CH:16]=1, predict the reactants needed to synthesize it. The reactants are: [F:1][C:2]1[CH:7]=[CH:6][CH:5]=[CH:4][C:3]=1[NH:8][C:9](=[O:25])[NH:10][C:11]1[CH:16]=[CH:15][C:14]([C:17]2[CH:21]=[C:20]([C:22](O)=[O:23])[O:19][N:18]=2)=[CH:13][CH:12]=1.C1(N=C=NC2CCCCC2)CCCCC1.ON1C2C=CC=CC=2N=N1.Cl.[CH3:52][O:53][C:54](=[O:59])[C@H:55]([CH2:57][OH:58])[NH2:56].C(N(CC)CC)C. (3) Given the product [N:30]1[CH:31]=[CH:32][CH:33]=[CH:34][C:29]=1[C:2]1[N:7]=[C:6]2[S:8][CH:9]=[CH:10][C:5]2=[CH:4][C:3]=1[CH:11]([N:13]1[C:21](=[O:22])[C:20]2[C:15](=[CH:16][CH:17]=[CH:18][CH:19]=2)[C:14]1=[O:23])[CH3:12], predict the reactants needed to synthesize it. The reactants are: Cl[C:2]1[N:7]=[C:6]2[S:8][CH:9]=[CH:10][C:5]2=[CH:4][C:3]=1[CH:11]([N:13]1[C:21](=[O:22])[C:20]2[C:15](=[CH:16][CH:17]=[CH:18][CH:19]=2)[C:14]1=[O:23])[CH3:12].C([Sn](CCCC)(CCCC)[C:29]1[CH:34]=[CH:33][CH:32]=[CH:31][N:30]=1)CCC. (4) Given the product [C:1]([C:5]1[N:6]=[C:7]([NH:10][C:11]([C:13]2[CH:40]=[CH:39][N:16]3[C:17](=[O:38])[C:18](/[CH:29]=[CH:30]/[C:31]([O:33][C:34]([CH3:37])([CH3:36])[CH3:35])=[O:32])=[C:19]([N:21]4[CH2:26][CH2:25][CH:24]([O:27][C:51]([NH2:50])=[O:52])[CH:23]([O:28][C:46]([NH2:45])=[O:47])[CH2:22]4)[N:20]=[C:15]3[CH:14]=2)=[O:12])[S:8][CH:9]=1)([CH3:4])([CH3:2])[CH3:3], predict the reactants needed to synthesize it. The reactants are: [C:1]([C:5]1[N:6]=[C:7]([NH:10][C:11]([C:13]2[CH:40]=[CH:39][N:16]3[C:17](=[O:38])[C:18](/[CH:29]=[CH:30]/[C:31]([O:33][C:34]([CH3:37])([CH3:36])[CH3:35])=[O:32])=[C:19]([N:21]4[CH2:26][CH2:25][CH:24]([OH:27])[CH:23]([OH:28])[CH2:22]4)[N:20]=[C:15]3[CH:14]=2)=[O:12])[S:8][CH:9]=1)([CH3:4])([CH3:3])[CH3:2].ClC(Cl)(Cl)C([N:45]=[C:46]=[O:47])=O.[N-:50]=[C:51]=[O:52]. (5) Given the product [C:18]([CH2:17][CH2:16][C:6]1[C:5]2[C:9](=[CH:10][C:2]([Br:1])=[CH:3][CH:4]=2)[NH:8][C:7]=1[C:11]([OH:13])=[O:12])([OH:20])=[O:19], predict the reactants needed to synthesize it. The reactants are: [Br:1][C:2]1[CH:10]=[C:9]2[C:5]([C:6]([CH2:16][CH2:17][C:18]([O:20]CC)=[O:19])=[C:7]([C:11]([O:13]CC)=[O:12])[NH:8]2)=[CH:4][CH:3]=1.O.O.O.[OH-].[Li+]. (6) Given the product [F:17][C:18]1[CH:26]=[C:25]2[C:21]([C:22]([CH2:27][CH2:28][NH:29][C:11]([C:8]3[CH:7]=[C:6]([CH2:5][C:4]4[CH:14]=[CH:15][CH:16]=[C:2]([F:1])[CH:3]=4)[O:10][N:9]=3)=[O:13])=[CH:23][NH:24]2)=[CH:20][CH:19]=1, predict the reactants needed to synthesize it. The reactants are: [F:1][C:2]1[CH:3]=[C:4]([CH:14]=[CH:15][CH:16]=1)[CH2:5][C:6]1[O:10][N:9]=[C:8]([C:11]([OH:13])=O)[CH:7]=1.[F:17][C:18]1[CH:26]=[C:25]2[C:21]([C:22]([CH2:27][CH2:28][NH2:29])=[CH:23][NH:24]2)=[CH:20][CH:19]=1.CN(C(ON1N=NC2C=CC=NC1=2)=[N+](C)C)C.F[P-](F)(F)(F)(F)F. (7) The reactants are: [C:1]([O:5][C:6]([N:8]1[C:16]2[C:11](=[CH:12][C:13]([NH:17][C:18](=[O:32])[CH:19]([C:25]3[CH:30]=[CH:29][CH:28]=[C:27]([Cl:31])[CH:26]=3)OS(C)(=O)=O)=[CH:14][CH:15]=2)[CH:10]=[N:9]1)=[O:7])([CH3:4])([CH3:3])[CH3:2].N1C=CC=CC=1.[C:39]([O:43][C:44](=[O:49])[NH:45][CH2:46][CH2:47][NH2:48])([CH3:42])([CH3:41])[CH3:40]. Given the product [C:1]([O:5][C:6]([N:8]1[C:16]2[C:11](=[CH:12][C:13]([NH:17][C:18](=[O:32])[CH:19]([NH:48][CH2:47][CH2:46][NH:45][C:44]([O:43][C:39]([CH3:42])([CH3:41])[CH3:40])=[O:49])[C:25]3[CH:30]=[CH:29][CH:28]=[C:27]([Cl:31])[CH:26]=3)=[CH:14][CH:15]=2)[CH:10]=[N:9]1)=[O:7])([CH3:2])([CH3:4])[CH3:3], predict the reactants needed to synthesize it. (8) Given the product [Br:1][C:8]12[CH2:14][C:4]3([CH3:3])[CH2:11][C:10]([CH3:13])([CH2:12][C:6]([C:15]([OH:17])=[O:16])([CH2:5]3)[CH2:7]1)[CH2:9]2, predict the reactants needed to synthesize it. The reactants are: [Br:1]Br.[CH3:3][C:4]12[CH2:14][CH:8]3[CH2:9][C:10]([CH3:13])([CH2:12][C:6]([C:15]([OH:17])=[O:16])([CH2:7]3)[CH2:5]1)[CH2:11]2.Cl. (9) Given the product [Cl:43][C:44]1[CH:45]=[C:46]([CH:50]=[C:51]([F:53])[CH:52]=1)[C:47](/[N:31]=[C:14]1/[N:13]([C@H:10]2[CH2:9][CH2:8][C@@H:7]([C:5](=[O:6])[NH:4][CH:1]([CH3:2])[CH3:3])[CH2:12][CH2:11]2)[C:21]2[CH:20]=[C:19]([O:22][CH2:23][CH2:24][N:25]3[CH2:30][CH2:29][CH2:28][CH2:27][CH2:26]3)[N:18]=[CH:17][C:16]=2[NH:15]/1)=[O:49], predict the reactants needed to synthesize it. The reactants are: [CH:1]([NH:4][C:5]([C@@H:7]1[CH2:12][CH2:11][C@H:10]([N:13]2[C:21]3[CH:20]=[C:19]([O:22][CH2:23][CH2:24][N:25]4[CH2:30][CH2:29][CH2:28][CH2:27][CH2:26]4)[N:18]=[CH:17][C:16]=3[NH:15]/[C:14]/2=[N:31]\C(C2C=CC3C=CSC=3C=2)=O)[CH2:9][CH2:8]1)=[O:6])([CH3:3])[CH3:2].[Cl:43][C:44]1[CH:45]=[C:46]([CH:50]=[C:51]([F:53])[CH:52]=1)[C:47]([OH:49])=O. (10) The reactants are: [OH:1][C:2]1[CH:11]=[CH:10][C:5]([C:6]([O:8][CH3:9])=[O:7])=[CH:4][CH:3]=1.[H-].[Na+].Cl[C:15]1[CH:20]=[C:19]([N:21]([CH2:30][O:31][CH2:32][CH2:33][Si:34]([CH3:37])([CH3:36])[CH3:35])[CH2:22][O:23][CH2:24][CH2:25][Si:26]([CH3:29])([CH3:28])[CH3:27])[N:18]2[N:38]=[CH:39][CH:40]=[C:17]2[N:16]=1.[NH4+].[Cl-]. Given the product [CH3:35][Si:34]([CH3:37])([CH3:36])[CH2:33][CH2:32][O:31][CH2:30][N:21]([CH2:22][O:23][CH2:24][CH2:25][Si:26]([CH3:29])([CH3:28])[CH3:27])[C:19]1[N:18]2[N:38]=[CH:39][CH:40]=[C:17]2[N:16]=[C:15]([O:1][C:2]2[CH:3]=[CH:4][C:5]([C:6]([O:8][CH3:9])=[O:7])=[CH:10][CH:11]=2)[CH:20]=1, predict the reactants needed to synthesize it.